Dataset: Forward reaction prediction with 1.9M reactions from USPTO patents (1976-2016). Task: Predict the product of the given reaction. (1) Given the reactants [CH3:1][O:2][C:3]1[N:8]=[C:7]([O:9]C)[C:6]([I:11])=[CH:5][N:4]=1.[OH-].[Na+], predict the reaction product. The product is: [I:11][C:6]1[C:7](=[O:9])[NH:8][C:3]([O:2][CH3:1])=[N:4][CH:5]=1. (2) Given the reactants C(OC(=O)[NH:10][C@@H:11]([CH:39]1[CH2:44][CH2:43][C:42]([F:46])([F:45])[CH2:41][CH2:40]1)[C:12]([N:14]1[C@H:19]([C:20](=[O:32])[NH:21][C@H:22]2[C:31]3[C:26](=[CH:27][CH:28]=[CH:29][CH:30]=3)[O:25][CH2:24][CH2:23]2)[CH2:18][N:17]2[CH2:33][C@H:34]([O:36][CH2:37][CH3:38])[CH2:35][C@H:16]2[CH2:15]1)=[O:13])C1C=CC=CC=1.ON1C2C=CC=CC=2N=N1.C(N(CC)C(C)C)(C)C.[C:67]([O:71][C:72]([N:74]([CH3:80])[C@H:75]([C:77]([OH:79])=O)[CH3:76])=[O:73])([CH3:70])([CH3:69])[CH3:68].Cl.C(N=C=NCCCN(C)C)C, predict the reaction product. The product is: [C:67]([O:71][C:72](=[O:73])[N:74]([C@@H:75]([CH3:76])[C:77]([NH:10][C@@H:11]([CH:39]1[CH2:44][CH2:43][C:42]([F:46])([F:45])[CH2:41][CH2:40]1)[C:12]([N:14]1[C@H:19]([C:20](=[O:32])[NH:21][C@H:22]2[C:31]3[C:26](=[CH:27][CH:28]=[CH:29][CH:30]=3)[O:25][CH2:24][CH2:23]2)[CH2:18][N:17]2[CH2:33][C@H:34]([O:36][CH2:37][CH3:38])[CH2:35][C@H:16]2[CH2:15]1)=[O:13])=[O:79])[CH3:80])([CH3:68])([CH3:69])[CH3:70]. (3) Given the reactants [CH3:1][O:2][C:3]1[CH:23]=[CH:22][CH:21]=[CH:20][C:4]=1[CH2:5][NH:6][C:7]1[CH:12]=[CH:11][CH:10]=[CH:9][C:8]=1[O:13][C:14]1[CH:19]=[CH:18][CH:17]=[CH:16][CH:15]=1.[O-:24][C:25]#[N:26].[K+].O, predict the reaction product. The product is: [NH2:26][C:25]([N:6]([CH2:5][C:4]1[CH:20]=[CH:21][CH:22]=[CH:23][C:3]=1[O:2][CH3:1])[C:7]1[CH:12]=[CH:11][CH:10]=[CH:9][C:8]=1[O:13][C:14]1[CH:15]=[CH:16][CH:17]=[CH:18][CH:19]=1)=[O:24].